From a dataset of Reaction yield outcomes from USPTO patents with 853,638 reactions. Predict the reaction yield, written as a fraction of the theoretical maximum amount of product (1.0 means a 100% yield; for example, 0.34 means a 34% yield). (1) The reactants are [F:1][C:2]1[CH:7]=[C:6]([OH:8])[CH:5]=[C:4]([F:9])[C:3]=1[C:10]1[N:15]=[C:14]([C:16]([O:18][CH3:19])=[O:17])[CH:13]=[CH:12][C:11]=1[F:20].C(=O)([O-])[O-].[K+].[K+].Br[CH2:28][CH2:29][O:30][Si:31]([C:34]([CH3:37])([CH3:36])[CH3:35])([CH3:33])[CH3:32]. The catalyst is CN(C=O)C.O. The product is [Si:31]([O:30][CH2:29][CH2:28][O:8][C:6]1[CH:5]=[C:4]([F:9])[C:3]([C:10]2[N:15]=[C:14]([C:16]([O:18][CH3:19])=[O:17])[CH:13]=[CH:12][C:11]=2[F:20])=[C:2]([F:1])[CH:7]=1)([C:34]([CH3:37])([CH3:36])[CH3:35])([CH3:33])[CH3:32]. The yield is 0.740. (2) The reactants are [Cl:1][C:2]1[CH:3]=[C:4]([CH2:9][C:10]#[N:11])[CH:5]=[CH:6][C:7]=1[Cl:8].[CH2:12]1[O:14][C@H:13]1[CH2:15]Cl.ClCCl.CCCCCC. The catalyst is O1CCCC1. The product is [Cl:1][C:2]1[CH:3]=[C:4]([C@:9]2([C:10]#[N:11])[CH2:15][CH:13]2[CH2:12][OH:14])[CH:5]=[CH:6][C:7]=1[Cl:8]. The yield is 0.640. (3) The reactants are [Br:1][C:2]1[CH:7]=[CH:6][CH:5]=[C:4]([CH3:8])[C:3]=1[OH:9].[H-].[Na+].[CH3:12]OS(OC)(=O)=O.O. The catalyst is C1COCC1. The product is [Br:1][C:2]1[CH:7]=[CH:6][CH:5]=[C:4]([CH3:8])[C:3]=1[O:9][CH3:12]. The yield is 0.950. (4) The reactants are [CH:1]1[C:10]2[C:5](=[CH:6][CH:7]=[CH:8][CH:9]=2)[CH:4]=[CH:3][C:2]=1[CH2:11][NH:12][CH2:13][CH:14]1[CH:19]2[CH:15]1[CH2:16][N:17]([C:20]1[N:25]=[CH:24][C:23]([C:26]([O:28]CC)=[O:27])=[CH:22][N:21]=1)[CH2:18]2.[OH-].[Na+].Cl. The catalyst is C1COCC1. The product is [CH:1]1[C:10]2[C:5](=[CH:6][CH:7]=[CH:8][CH:9]=2)[CH:4]=[CH:3][C:2]=1[CH2:11][NH:12][CH2:13][CH:14]1[CH:15]2[CH:19]1[CH2:18][N:17]([C:20]1[N:25]=[CH:24][C:23]([C:26]([OH:28])=[O:27])=[CH:22][N:21]=1)[CH2:16]2. The yield is 0.250. (5) The reactants are [CH3:1][C@H:2]1[CH2:7][NH:6][CH2:5][CH2:4][N:3]1[C:8]([O:10][C:11]([CH3:14])([CH3:13])[CH3:12])=[O:9].F[C:16]1[CH:23]=[CH:22][C:19]([C:20]#[N:21])=[CH:18][CH:17]=1.C([O-])([O-])=O.[K+].[K+]. The catalyst is CC(=O)OCC. The product is [C:20]([C:19]1[CH:22]=[CH:23][C:16]([N:6]2[CH2:5][CH2:4][N:3]([C:8]([O:10][C:11]([CH3:13])([CH3:12])[CH3:14])=[O:9])[C@@H:2]([CH3:1])[CH2:7]2)=[CH:17][CH:18]=1)#[N:21]. The yield is 0.300. (6) The catalyst is CCOC(C)=O.CN(C)C(=O)C. The product is [F:1][C:2]1[CH:3]=[CH:4][C:5]2[N:9]([C:22]3[CH:27]=[CH:26][CH:25]=[CH:24][N:23]=3)[C:8]([CH:10]([NH2:12])[CH3:11])=[N:7][C:6]=2[CH:20]=1. The reactants are [F:1][C:2]1[CH:3]=[CH:4][C:5]2[N:9]=[C:8]([C@@H:10]([NH:12]C(=O)OC(C)(C)C)[CH3:11])[NH:7][C:6]=2[CH:20]=1.F[C:22]1[CH:27]=[CH:26][CH:25]=[CH:24][N:23]=1.C(=O)([O-])[O-].[Cs+].[Cs+].FC1C=CC2N=C(C(N)C)N(C3C=CC=CN=3)C=2C=1. The yield is 0.316.